Task: Predict which catalyst facilitates the given reaction.. Dataset: Catalyst prediction with 721,799 reactions and 888 catalyst types from USPTO (1) Reactant: [H-].[Al+3].[Li+].[H-].[H-].[H-].[Cl:7][C:8]1[CH:13]=[C:12]([C:14](OCC)=[O:15])[CH:11]=[C:10]([CH3:19])[N:9]=1.C(O)(=O)C. Product: [Cl:7][C:8]1[CH:13]=[C:12]([CH2:14][OH:15])[CH:11]=[C:10]([CH3:19])[N:9]=1. The catalyst class is: 1. (2) Reactant: F[C:2]1[CH:9]=[CH:8][CH:7]=[C:6]([I:10])[C:3]=1[C:4]#[N:5].O.[NH2:12][NH2:13]. Product: [I:10][C:6]1[CH:7]=[CH:8][CH:9]=[C:2]2[C:3]=1[C:4]([NH2:5])=[N:12][NH:13]2. The catalyst class is: 51. (3) Reactant: [C:1]([CH2:3][C@H:4]([CH3:25])[CH2:5][N:6]([C:17]1[CH:22]=[CH:21][CH:20]=[CH:19][C:18]=1[CH:23]=O)[S:7]([C:10]1[CH:15]=[CH:14][C:13]([CH3:16])=[CH:12][CH:11]=1)(=[O:9])=[O:8])#[N:2].C(=O)(OCC)OCC.[O-]CC.[Na+].C(O)C. Product: [CH3:25][C@@H:4]1[CH2:5][N:6]([S:7]([C:10]2[CH:15]=[CH:14][C:13]([CH3:16])=[CH:12][CH:11]=2)(=[O:9])=[O:8])[C:17]2[CH:22]=[CH:21][CH:20]=[CH:19][C:18]=2[CH:23]=[C:3]1[C:1]#[N:2]. The catalyst class is: 6. (4) Reactant: [CH3:1][N:2]([CH3:12])[C:3]1[CH:8]=[CH:7][C:6](B(O)O)=[CH:5][CH:4]=1.[C:13]([C:17]1[CH:22]=[C:21]([C:23]([CH3:26])([CH3:25])[CH3:24])[CH:20]=[C:19]([N:27]2[N:31]=[C:30]3[C:32](Br)=[CH:33][CH:34]=[C:35](Br)[C:29]3=[N:28]2)[C:18]=1[OH:38])([CH3:16])([CH3:15])[CH3:14]. Product: [CH3:1][N:2]([CH3:12])[C:3]1[CH:8]=[CH:7][C:6]([C:32]2[C:30]3[C:29](=[N:28][N:27]([C:19]4[CH:20]=[C:21]([C:23]([CH3:26])([CH3:25])[CH3:24])[CH:22]=[C:17]([C:13]([CH3:16])([CH3:15])[CH3:14])[C:18]=4[OH:38])[N:31]=3)[C:35]([C:6]3[CH:7]=[CH:8][C:3]([N:2]([CH3:12])[CH3:1])=[CH:4][CH:5]=3)=[CH:34][CH:33]=2)=[CH:5][CH:4]=1. The catalyst class is: 741. (5) Reactant: [NH2:1][C@H:2]1[CH2:10][C:9]2[C:4](=[CH:5][C:6]([O:11][CH2:12][CH3:13])=[CH:7][CH:8]=2)[C@@H:3]1[OH:14].[O-]P([O-])([O-])=O.[Na+].[Na+].[Na+]. Product: [CH2:3]([N:1]([CH2:5][CH2:4][CH3:9])[C@H:2]1[CH2:10][C:9]2[C:4](=[CH:5][C:6]([O:11][CH2:12][CH3:13])=[CH:7][CH:8]=2)[C@@H:3]1[OH:14])[CH2:2][CH3:10]. The catalyst class is: 10.